Dataset: Catalyst prediction with 721,799 reactions and 888 catalyst types from USPTO. Task: Predict which catalyst facilitates the given reaction. (1) Reactant: [NH2:1][C@H:2]1[CH2:7][CH2:6][CH2:5][CH2:4][C@H:3]1[NH:8][C:9]1[N:14]=[C:13]([NH:15][C:16]2[CH:21]=[CH:20][CH:19]=[C:18](C3CCOCC=3)[CH:17]=2)[C:12]([C:28]([NH2:30])=[O:29])=[CH:11][N:10]=1.[CH3:31][OH:32]. Product: [NH2:1][C@H:2]1[CH2:7][CH2:6][CH2:5][CH2:4][C@H:3]1[NH:8][C:9]1[N:14]=[C:13]([NH:15][C:16]2[CH:17]=[CH:18][C:19]([CH:2]3[CH2:3][CH2:4][O:32][CH2:31][CH2:7]3)=[CH:20][CH:21]=2)[C:12]([C:28]([NH2:30])=[O:29])=[CH:11][N:10]=1. The catalyst class is: 45. (2) Reactant: [F:1][C:2]1[C:3]([O:13][CH3:14])=[C:4]([C:8]2(O)[CH2:11][CH2:10][CH2:9]2)[CH:5]=[CH:6][CH:7]=1.[SiH](CC)(CC)CC. Product: [CH:8]1([C:4]2[CH:5]=[CH:6][CH:7]=[C:2]([F:1])[C:3]=2[O:13][CH3:14])[CH2:9][CH2:10][CH2:11]1. The catalyst class is: 137. (3) Product: [CH3:1][O:2][C:3]([C@@H:5]([N:13]1[CH2:21][C:17]2[CH:18]=[CH:19][S:20][C:16]=2[CH2:15][CH2:14]1)[C:6]1[C:11]([Cl:12])=[CH:10][CH:9]=[CH:8][CH:7]=1)=[O:4].[OH:40][S:38]([OH:41])(=[O:39])=[O:37]. The catalyst class is: 21. Reactant: [CH3:1][O:2][C:3]([C@@H:5]([N:13]1[CH2:21][C:17]2[CH:18]=[CH:19][S:20][C:16]=2[CH2:15][CH2:14]1)[C:6]1[CH:7]=[CH:8][CH:9]=[CH:10][C:11]=1[Cl:12])=[O:4].CC1(C)C2(CS(O)(=O)=O)C(CC1CC2)=O.[OH:37][S:38]([OH:41])(=[O:40])=[O:39].C(OCCCC)(=O)C. (4) Reactant: [N+:1](/[CH:4]=[CH:5]/[C:6]1[CH:11]=[CH:10][C:9]([Cl:12])=[CH:8][CH:7]=1)([O-:3])=[O:2].[Br:13][C:14]1[CH:22]=[C:21]2[C:17]([CH:18]=[CH:19][NH:20]2)=[CH:16][CH:15]=1. Product: [Br:13][C:14]1[CH:22]=[C:21]2[C:17]([C:18]([CH:5]([C:6]3[CH:11]=[CH:10][C:9]([Cl:12])=[CH:8][CH:7]=3)[CH2:4][N+:1]([O-:3])=[O:2])=[CH:19][NH:20]2)=[CH:16][CH:15]=1. The catalyst class is: 5. (5) Reactant: [OH-:1].[Na+].[O:3]1[C:14]2[C:10]3[NH:11][C:12](=[O:13])[C:9]=3[CH:8]=[CH:7][C:6]=2[O:5][CH2:4]1.OO.Cl. Product: [NH2:11][C:10]1[C:14]2[O:3][CH2:4][O:5][C:6]=2[CH:7]=[CH:8][C:9]=1[C:12]([OH:1])=[O:13]. The catalyst class is: 6. (6) Reactant: [Cl:1][C:2]1[CH:22]=[C:21]([C:23]([F:26])([F:25])[F:24])[CH:20]=[CH:19][C:3]=1[CH2:4][N:5]1[C:9]([CH2:10][CH2:11][C:12]([OH:14])=O)=[CH:8][C:7]([O:15][CH:16]([CH3:18])[CH3:17])=[N:6]1.[CH2:27]([S:32]([NH2:35])(=[O:34])=[O:33])[CH2:28][CH2:29][CH2:30][CH3:31].N12CCCN=C1CCCCC2. Product: [Cl:1][C:2]1[CH:22]=[C:21]([C:23]([F:26])([F:25])[F:24])[CH:20]=[CH:19][C:3]=1[CH2:4][N:5]1[C:9]([CH2:10][CH2:11][C:12]([NH:35][S:32]([CH2:27][CH2:28][CH2:29][CH2:30][CH3:31])(=[O:34])=[O:33])=[O:14])=[CH:8][C:7]([O:15][CH:16]([CH3:18])[CH3:17])=[N:6]1. The catalyst class is: 7. (7) Reactant: [Br:1][C:2]1[CH:3]=[CH:4][CH:5]=[C:6]2[C:11]=1[N:10]=[C:9](Cl)[N:8]=[CH:7]2.CN(C=O)C.[CH3:18][C:19]([NH2:22])([CH3:21])[CH3:20]. Product: [Br:1][C:2]1[CH:3]=[CH:4][CH:5]=[C:6]2[C:11]=1[N:10]=[C:9]([NH:22][C:19]([CH3:21])([CH3:20])[CH3:18])[N:8]=[CH:7]2. The catalyst class is: 6. (8) Product: [C:1]([O:5][C:6]([N:8]1[CH2:12][CH2:11][CH2:10][C@H:9]1[CH2:13][NH:14][C:15]1[C:16]([O:28][C:29]2[CH:34]=[CH:33][C:32]([NH2:35])=[CH:31][CH:30]=2)=[N:17][C:18]([C:21]2[CH:22]=[N:23][CH:24]=[C:25]([F:27])[CH:26]=2)=[N:19][CH:20]=1)=[O:7])([CH3:4])([CH3:2])[CH3:3]. Reactant: [C:1]([O:5][C:6]([N:8]1[CH2:12][CH2:11][CH2:10][C@H:9]1[CH2:13][NH:14][C:15]1[C:16]([O:28][C:29]2[CH:34]=[CH:33][C:32]([NH:35]C(OCC3C=CC=CC=3)=O)=[CH:31][CH:30]=2)=[N:17][C:18]([C:21]2[CH:22]=[N:23][CH:24]=[C:25]([F:27])[CH:26]=2)=[N:19][CH:20]=1)=[O:7])([CH3:4])([CH3:3])[CH3:2]. The catalyst class is: 256. (9) Reactant: [N:1]1[C:11]2=[C:12]3[C:7](=[CH:8][CH:9]=[CH:10]2)[O:6][CH2:5][CH2:4][N:3]3[C:2]=1[NH:13][S:14]([C:17]1[CH:22]=[CH:21][CH:20]=[CH:19][CH:18]=1)(=[O:16])=[O:15].Br[CH2:24][C:25]1[CH:30]=[CH:29][C:28]([C:31]([F:34])([F:33])[F:32])=[CH:27][CH:26]=1.C(=O)([O-])[O-].[K+].[K+]. Product: [N:1]1[C:11]2=[C:12]3[C:7](=[CH:8][CH:9]=[CH:10]2)[O:6][CH2:5][CH2:4][N:3]3[C:2]=1[N:13]([CH2:24][C:25]1[CH:26]=[CH:27][C:28]([C:31]([F:32])([F:33])[F:34])=[CH:29][CH:30]=1)[S:14]([C:17]1[CH:18]=[CH:19][CH:20]=[CH:21][CH:22]=1)(=[O:16])=[O:15]. The catalyst class is: 31. (10) Reactant: P(Cl)(Cl)(Cl)=O.[CH3:6][N:7]1[C:15]2[C:10](=[CH:11][CH:12]=[CH:13][CH:14]=2)[C:9]([CH3:16])=[CH:8]1.[OH-].[Na+].CN([CH:22]=[O:23])C. Product: [CH3:6][N:7]1[C:15]2[C:10](=[CH:11][CH:12]=[CH:13][CH:14]=2)[C:9]([CH3:16])=[C:8]1[CH:22]=[O:23]. The catalyst class is: 6.